The task is: Predict the reactants needed to synthesize the given product.. This data is from Full USPTO retrosynthesis dataset with 1.9M reactions from patents (1976-2016). (1) Given the product [Br:1][C:2]1[CH:3]=[C:4]([CH:8]([O:9][CH:24]2[CH2:25][CH2:26][N:21]([CH3:20])[CH2:22][CH2:23]2)[C:10]2[NH:14][C:13]3[CH:15]=[CH:16][C:17]([F:19])=[CH:18][C:12]=3[N:11]=2)[CH:5]=[CH:6][CH:7]=1, predict the reactants needed to synthesize it. The reactants are: [Br:1][C:2]1[CH:3]=[C:4]([CH:8]([C:10]2[NH:14][C:13]3[CH:15]=[CH:16][C:17]([F:19])=[CH:18][C:12]=3[N:11]=2)[OH:9])[CH:5]=[CH:6][CH:7]=1.[CH3:20][N:21]1[CH2:26][CH2:25][CH:24](O)[CH2:23][CH2:22]1.O.[OH-].[Na+]. (2) Given the product [NH2:19][C:10]1[C:9]2[N:8]=[C:7]([CH2:20][CH2:21][CH2:22][CH3:23])[N:6]([CH2:5][CH2:4][CH2:3][CH2:2][NH:1][C:24](=[O:31])[C:25]3[CH:30]=[CH:29][CH:28]=[CH:27][CH:26]=3)[C:18]=2[C:17]2[CH:16]=[CH:15][CH:14]=[CH:13][C:12]=2[N:11]=1, predict the reactants needed to synthesize it. The reactants are: [NH2:1][CH2:2][CH2:3][CH2:4][CH2:5][N:6]1[C:18]2[C:17]3[CH:16]=[CH:15][CH:14]=[CH:13][C:12]=3[N:11]=[C:10]([NH2:19])[C:9]=2[N:8]=[C:7]1[CH2:20][CH2:21][CH2:22][CH3:23].[C:24](Cl)(=[O:31])[C:25]1[CH:30]=[CH:29][CH:28]=[CH:27][CH:26]=1.